This data is from Reaction yield outcomes from USPTO patents with 853,638 reactions. The task is: Predict the reaction yield, written as a fraction of the theoretical maximum amount of product (1.0 means a 100% yield; for example, 0.34 means a 34% yield). (1) The reactants are Cl.[CH3:2][O:3][CH2:4][C:5](=[NH:7])[NH2:6].C[O-].[Na+].[C:11]([C:13]1[CH:18]=[CH:17][CH:16]=[CH:15][C:14]=1[C:19]1[CH:24]=[CH:23][C:22]([CH2:25][CH:26]([C:32](=O)[CH2:33][CH2:34][CH2:35][CH3:36])[C:27](OCC)=[O:28])=[CH:21][CH:20]=1)#[N:12]. The catalyst is CO.O1CCOCC1. The product is [CH2:33]([C:32]1[N:7]=[C:5]([CH2:4][O:3][CH3:2])[NH:6][C:27](=[O:28])[C:26]=1[CH2:25][C:22]1[CH:21]=[CH:20][C:19]([C:14]2[C:13]([C:11]#[N:12])=[CH:18][CH:17]=[CH:16][CH:15]=2)=[CH:24][CH:23]=1)[CH2:34][CH2:35][CH3:36]. The yield is 0.750. (2) The reactants are [OH:1][C:2]1[CH:3]=[C:4]([CH:10]=[CH:11][C:12]=1[OH:13])[C:5]([O:7][CH2:8][CH3:9])=[O:6].Br[CH2:15][CH2:16]Br.C([O-])([O-])=O.[K+].[K+]. The catalyst is CN(C=O)C. The product is [O:13]1[CH2:16][CH2:15][O:1][C:2]2[CH:3]=[C:4]([C:5]([O:7][CH2:8][CH3:9])=[O:6])[CH:10]=[CH:11][C:12]1=2. The yield is 0.230. (3) The catalyst is O1CCOCC1. The reactants are C([O:3][C:4]([C@H:6]1[CH2:11][CH2:10][C@H:9]([O:12][C:13]2[N:14]=[N:15][CH:16]=[CH:17][CH:18]=2)[CH2:8][CH2:7]1)=[O:5])C.[OH-].[Na+]. The product is [N:15]1[CH:16]=[CH:17][CH:18]=[C:13]([O:12][C@H:9]2[CH2:8][CH2:7][C@H:6]([C:4]([OH:5])=[O:3])[CH2:11][CH2:10]2)[N:14]=1. The yield is 0.860.